Dataset: Reaction yield outcomes from USPTO patents with 853,638 reactions. Task: Predict the reaction yield, written as a fraction of the theoretical maximum amount of product (1.0 means a 100% yield; for example, 0.34 means a 34% yield). (1) The reactants are [CH:1]1([CH2:4][O:5][C:6]2[CH:7]=[C:8]([CH:11]=[CH:12][CH:13]=2)[CH:9]=O)[CH2:3][CH2:2]1.[N+:14]([CH3:17])([O-:16])=[O:15].C([O-])(=O)C.[NH4+]. The catalyst is C(O)(=O)C. The product is [CH:1]1([CH2:4][O:5][C:6]2[CH:13]=[CH:12][CH:11]=[C:8](/[CH:9]=[CH:17]/[N+:14]([O-:16])=[O:15])[CH:7]=2)[CH2:3][CH2:2]1. The yield is 0.690. (2) The reactants are [Li][CH2:2][CH2:3][CH2:4]C.[CH2:6]([O:10][S:11]([CH:14]1[CH2:16][CH2:15]1)(=[O:13])=[O:12])[CH2:7][CH2:8][CH3:9].[CH3:17]I. The catalyst is C1COCC1. The product is [CH3:17][C:14]1([S:11]([O:10][CH2:6][C:7]2[CH:4]=[CH:3][CH:2]=[CH:9][CH:8]=2)(=[O:13])=[O:12])[CH2:16][CH2:15]1. The yield is 0.930. (3) The reactants are [CH3:1][C:2]1[CH:7]=[CH:6][C:5]([C:8]2(C(C3CCCCO3)=O)[C:16]3[C:11](=[CH:12][CH:13]=[C:14]([C:17]4[N:21]=[CH:20][N:19](C5C=CC(C)=C(C)C=5C)[N:18]=4)[CH:15]=3)[NH:10][NH:9]2)=[CH:4][CH:3]=1.[OH-].[Na+]. The catalyst is Cl.O1CCOCC1. The product is [CH3:1][C:2]1[CH:7]=[CH:6][C:5]([C:8]2[C:16]3[C:11](=[CH:12][CH:13]=[C:14]([C:17]4[N:21]=[CH:20][NH:19][N:18]=4)[CH:15]=3)[NH:10][N:9]=2)=[CH:4][CH:3]=1. The yield is 0.400. (4) The reactants are [CH3:1][C:2]1[CH:8]=[CH:7][C:5]([NH2:6])=[CH:4][C:3]=1[C:9]1[CH:10]=[N:11][CH:12]=[N:13][CH:14]=1.N1C=CC=CC=1.[C:21]1([C:34](Cl)=[O:35])[C:33]2[CH2:32][C:31]3[C:26](=[CH:27][CH:28]=[CH:29][CH:30]=3)[C:25]=2[CH:24]=[CH:23][CH:22]=1. The catalyst is ClCCl. The product is [CH3:1][C:2]1[CH:8]=[CH:7][C:5]([NH:6][C:34]([C:21]2[C:33]3[CH2:32][C:31]4[C:26](=[CH:27][CH:28]=[CH:29][CH:30]=4)[C:25]=3[CH:24]=[CH:23][CH:22]=2)=[O:35])=[CH:4][C:3]=1[C:9]1[CH:14]=[N:13][CH:12]=[N:11][CH:10]=1. The yield is 0.739.